This data is from Forward reaction prediction with 1.9M reactions from USPTO patents (1976-2016). The task is: Predict the product of the given reaction. (1) Given the reactants C[O:2][C:3](=[O:23])[CH2:4][CH2:5][N:6]1[C:11]2[CH:12]=[C:13]([Cl:18])[C:14]([CH3:17])=[C:15]([Cl:16])[C:10]=2[O:9][CH:8]([CH:19]([CH3:21])[CH3:20])[C:7]1=[O:22].[OH-].[Na+].O, predict the reaction product. The product is: [Cl:18][C:13]1[C:14]([CH3:17])=[C:15]([Cl:16])[C:10]2[O:9][CH:8]([CH:19]([CH3:21])[CH3:20])[C:7](=[O:22])[N:6]([CH2:5][CH2:4][C:3]([OH:23])=[O:2])[C:11]=2[CH:12]=1. (2) Given the reactants [CH3:1][C@@H:2]1[NH:7][CH2:6][CH2:5][N:4]([C:8]2[CH:13]=[CH:12][C:11]([S:14]([NH:17][C:18]3[CH:23]=[CH:22][N:21]=[CH:20][N:19]=3)(=[O:16])=[O:15])=[CH:10][CH:9]=2)[CH2:3]1.[Cl:24][C:25]1[CH:26]=[C:27]2[C:32](=[CH:33][CH:34]=1)[N:31]([CH2:35][C:36](O)=[O:37])[CH2:30][CH2:29][CH2:28]2.CN([P+](ON1N=NC2C=CC=CC1=2)(N(C)C)N(C)C)C.F[P-](F)(F)(F)(F)F.C(N(CC)CC)C, predict the reaction product. The product is: [Cl:24][C:25]1[CH:26]=[C:27]2[C:32](=[CH:33][CH:34]=1)[N:31]([CH2:35][C:36]([N:7]1[CH2:6][CH2:5][N:4]([C:8]3[CH:9]=[CH:10][C:11]([S:14]([NH:17][C:18]4[CH:23]=[CH:22][N:21]=[CH:20][N:19]=4)(=[O:16])=[O:15])=[CH:12][CH:13]=3)[CH2:3][C@@H:2]1[CH3:1])=[O:37])[CH2:30][CH2:29][CH2:28]2. (3) The product is: [Br:3][C:4]1[CH:9]=[CH:8][C:7]([S:10]([CH2:16][CH2:15][C:14]#[N:17])(=[O:12])=[O:11])=[CH:6][CH:5]=1. Given the reactants O.O.[Br:3][C:4]1[CH:9]=[CH:8][C:7]([S:10]([O-:12])=[O:11])=[CH:6][CH:5]=1.[Na+].[C:14](#[N:17])[CH:15]=[CH2:16].C(O)(=O)C, predict the reaction product. (4) The product is: [F:1][C:2]1[CH:3]=[C:4]([C@@:15]([NH:16][S@@:17]([C:19]([CH3:22])([CH3:21])[CH3:20])=[O:18])([C:23]2[CH:24]=[CH:25][C:26]([F:29])=[CH:27][CH:28]=2)[CH2:30][C:31]2[CH:36]=[CH:35][CH:34]=[CH:33][CH:32]=2)[CH:5]=[C:6]([O:8][C:9]([F:14])([F:13])[CH:10]([F:11])[F:12])[CH:7]=1. Given the reactants [F:1][C:2]1[CH:3]=[C:4]([C:15]([C:23]2[CH:28]=[CH:27][C:26]([F:29])=[CH:25][CH:24]=2)=[N:16][S@@:17]([C:19]([CH3:22])([CH3:21])[CH3:20])=[O:18])[CH:5]=[C:6]([O:8][C:9]([F:14])([F:13])[CH:10]([F:12])[F:11])[CH:7]=1.[CH2:30]([Mg]Cl)[C:31]1[CH:36]=[CH:35][CH:34]=[CH:33][CH:32]=1, predict the reaction product. (5) The product is: [CH3:4][C:2]([C:5]1[CH:6]=[C:7]([CH:20]=[C:21]([C:24]([CH3:27])([CH3:26])[CH3:25])[C:22]=1[OH:23])[C:8]([NH:10][C:11]1[CH:16]=[CH:15][C:14]([NH2:17])=[CH:13][CH:12]=1)=[O:9])([CH3:1])[CH3:3]. Given the reactants [CH3:1][C:2]([C:5]1[CH:6]=[C:7]([CH:20]=[C:21]([C:24]([CH3:27])([CH3:26])[CH3:25])[C:22]=1[OH:23])[C:8]([NH:10][C:11]1[CH:16]=[CH:15][C:14]([N+:17]([O-])=O)=[CH:13][CH:12]=1)=[O:9])([CH3:4])[CH3:3].[H][H], predict the reaction product. (6) Given the reactants Cl.[CH:2]1([CH2:5][O:6][C:7]2[CH:12]=[C:11]([F:13])[C:10]([O:14][CH3:15])=[CH:9][C:8]=2[C:16]2[CH:21]=[CH:20][N:19]=[C:18]3[C:22]([C:26]([NH:28][CH:29]4[CH2:34][CH2:33][NH:32][CH2:31][CH2:30]4)=[O:27])=[C:23]([CH3:25])[NH:24][C:17]=23)[CH2:4][CH2:3]1.C([O:38][C@@H:39]([CH3:43])[C:40](Cl)=[O:41])(=O)C, predict the reaction product. The product is: [CH:2]1([CH2:5][O:6][C:7]2[CH:12]=[C:11]([F:13])[C:10]([O:14][CH3:15])=[CH:9][C:8]=2[C:16]2[CH:21]=[CH:20][N:19]=[C:18]3[C:22]([C:26]([NH:28][CH:29]4[CH2:30][CH2:31][N:32]([C:40](=[O:41])[C@@H:39]([OH:38])[CH3:43])[CH2:33][CH2:34]4)=[O:27])=[C:23]([CH3:25])[NH:24][C:17]=23)[CH2:4][CH2:3]1. (7) Given the reactants [O:1]1[CH2:6][C:5](=O)[CH2:4][C:3](=[O:8])[CH2:2]1.[Br:9][C:10]1[CH:11]=[C:12]([CH:15]=[CH:16][C:17]=1[F:18])[CH:13]=O.[NH2:19][C:20]1[N:24]([CH3:25])[N:23]([CH3:26])[C:22](=[O:27])[CH:21]=1, predict the reaction product. The product is: [Br:9][C:10]1[CH:11]=[C:12]([CH:13]2[C:21]3[C:22](=[O:27])[N:23]([CH3:26])[N:24]([CH3:25])[C:20]=3[NH:19][C:5]3[CH2:6][O:1][CH2:2][C:3](=[O:8])[C:4]2=3)[CH:15]=[CH:16][C:17]=1[F:18]. (8) Given the reactants [C:1](Cl)(=[O:8])[C:2]1[CH:7]=[CH:6][CH:5]=[CH:4][CH:3]=1.[C:10]([O:14][C:15](=[O:49])[N:16]([C@H:18]([C:20](=[O:48])[NH:21][C@@H:22]1[C:28](=[O:29])[N:27]([CH2:30][C:31]2[C:40]3[C:35](=[CH:36][C:37]([Br:41])=[CH:38][CH:39]=3)[CH:34]=[CH:33][C:32]=2[O:42][CH3:43])[C:26]2[CH:44]=[CH:45][CH:46]=[CH:47][C:25]=2[NH:24][CH2:23]1)[CH3:19])[CH3:17])([CH3:13])([CH3:12])[CH3:11].N1C=CC=CC=1, predict the reaction product. The product is: [C:10]([O:14][C:15](=[O:49])[N:16]([C@H:18]([C:20](=[O:48])[NH:21][C@@H:22]1[C:28](=[O:29])[N:27]([CH2:30][C:31]2[C:40]3[C:35](=[CH:36][C:37]([Br:41])=[CH:38][CH:39]=3)[CH:34]=[CH:33][C:32]=2[O:42][CH3:43])[C:26]2[CH:44]=[CH:45][CH:46]=[CH:47][C:25]=2[N:24]([C:1](=[O:8])[C:2]2[CH:7]=[CH:6][CH:5]=[CH:4][CH:3]=2)[CH2:23]1)[CH3:19])[CH3:17])([CH3:11])([CH3:12])[CH3:13]. (9) The product is: [CH:10]([NH:13][C:14]([C@H:16]1[CH2:20][CH2:19][CH2:18][C@H:17]1[NH:21][C:3]1[C:2]([Br:1])=[CH:7][N:6]=[C:5]([Cl:8])[N:4]=1)=[O:15])([CH3:12])[CH3:11]. Given the reactants [Br:1][C:2]1[C:3](Cl)=[N:4][C:5]([Cl:8])=[N:6][CH:7]=1.[CH:10]([NH:13][C:14]([C@H:16]1[CH2:20][CH2:19][CH2:18][C@H:17]1[NH2:21])=[O:15])([CH3:12])[CH3:11].CCN(C(C)C)C(C)C.CO, predict the reaction product. (10) Given the reactants [Cl:1][C:2]1[CH:3]=[C:4]([CH:36]=[CH:37][C:38]=1[O:39][CH3:40])[CH2:5][NH:6][C:7]1[C:12]([C:13]([O:15][CH2:16][CH2:17][O:18][CH2:19][C:20]2[CH:25]=[CH:24][CH:23]=[CH:22][CH:21]=2)=[O:14])=[C:11]([N:26]2[CH2:31][CH2:30][CH:29]([OH:32])[CH2:28][CH2:27]2)[N:10]=[C:9](S(C)=O)[N:8]=1.[NH:41]1[CH2:47][CH2:46][CH2:45][C@H:42]1[CH2:43][OH:44].C(N(CC)CC)C.CN(C)C=O, predict the reaction product. The product is: [Cl:1][C:2]1[CH:3]=[C:4]([CH:36]=[CH:37][C:38]=1[O:39][CH3:40])[CH2:5][NH:6][C:7]1[C:12]([C:13]([O:15][CH2:16][CH2:17][O:18][CH2:19][C:20]2[CH:25]=[CH:24][CH:23]=[CH:22][CH:21]=2)=[O:14])=[C:11]([N:26]2[CH2:31][CH2:30][CH:29]([OH:32])[CH2:28][CH2:27]2)[N:10]=[C:9]([N:41]2[CH2:47][CH2:46][CH2:45][CH:42]2[CH2:43][OH:44])[N:8]=1.